From a dataset of Forward reaction prediction with 1.9M reactions from USPTO patents (1976-2016). Predict the product of the given reaction. (1) The product is: [NH2:2][CH2:1][C:3]1[CH:4]=[C:5]([S:9]([N:12]=[C:13]([N:17]2[NH:21][CH2:20][C:19]3([CH2:22][CH2:23][CH2:24][CH2:25]3)[CH2:18]2)[NH:14][CH2:15][CH3:16])(=[O:10])=[O:11])[CH:6]=[CH:7][CH:8]=1. Given the reactants [C:1]([C:3]1[CH:4]=[C:5]([S:9]([N:12]=[C:13]([N:17]2[N:21]=[CH:20][C:19]3([CH2:25][CH2:24][CH2:23][CH2:22]3)[CH2:18]2)[NH:14][CH2:15][CH3:16])(=[O:11])=[O:10])[CH:6]=[CH:7][CH:8]=1)#[N:2].Cl.[OH-].[Na+], predict the reaction product. (2) Given the reactants ClC1C=C(NC2[C:18]3[C:13](=[C:14]([CH2:19][CH3:20])[N:15]=[CH:16][CH:17]=3)[O:12][C:11]=2N)C=CC=1F.C[C:23](C)([O-:25])C.[K+].COCCl.ClC1C(OCOC)=CC=CN=1.C(OB(OCC)OCC)C.C([O-])([O-])=O.[K+].[K+], predict the reaction product. The product is: [CH2:19]([C:14]1[C:13]([O:12][CH2:11][O:25][CH3:23])=[CH:18][CH:17]=[CH:16][N:15]=1)[CH3:20]. (3) Given the reactants Cl[C:2]1[N:7]=[C:6]([C:8]2[S:12][C:11]([CH:13]([CH3:15])[CH3:14])=[N:10][C:9]=2[C:16]2[CH:17]=[CH:18][C:19]([F:34])=[C:20]([NH:22][S:23]([C:26]3[CH:31]=[C:30]([F:32])[CH:29]=[CH:28][C:27]=3[F:33])(=[O:25])=[O:24])[CH:21]=2)[CH:5]=[CH:4][N:3]=1.[CH3:35][NH2:36].C1COCC1, predict the reaction product. The product is: [F:33][C:27]1[CH:28]=[CH:29][C:30]([F:32])=[CH:31][C:26]=1[S:23]([NH:22][C:20]1[CH:21]=[C:16]([C:9]2[N:10]=[C:11]([CH:13]([CH3:15])[CH3:14])[S:12][C:8]=2[C:6]2[CH:5]=[CH:4][N:3]=[C:2]([NH:36][CH3:35])[N:7]=2)[CH:17]=[CH:18][C:19]=1[F:34])(=[O:25])=[O:24]. (4) Given the reactants [NH2:1][CH2:2][C:3]([CH3:6])([SH:5])[CH3:4].[C:7](O)(=[O:14])[C:8]1[CH:13]=[CH:12][CH:11]=[CH:10][CH:9]=1.Cl.CN(C)CCCN=C=NCC, predict the reaction product. The product is: [CH3:4][C:3]([SH:5])([CH3:6])[CH2:2][NH:1][C:7](=[O:14])[C:8]1[CH:13]=[CH:12][CH:11]=[CH:10][CH:9]=1. (5) Given the reactants [C:1]([O:4][CH:5]1[C:9]2=[N:10][CH:11]=[C:12]([NH2:28])[C:13]([N:14]3[CH2:19][CH2:18][CH2:17][C@H:16]([NH:20][C:21]([O:23][C:24]([CH3:27])([CH3:26])[CH3:25])=[O:22])[CH2:15]3)=[C:8]2[CH2:7][CH2:6]1)(=[O:3])[CH3:2].[F:29][C:30]1[CH:35]=[C:34]([S:36]([CH3:39])(=[O:38])=[O:37])[CH:33]=[C:32]([F:40])[C:31]=1[C:41]1[N:46]=[C:45]([C:47](O)=[O:48])[CH:44]=[CH:43][C:42]=1[F:50].CN(C(ON1N=NC2C=CC=NC1=2)=[N+](C)C)C.F[P-](F)(F)(F)(F)F.CCN(C(C)C)C(C)C, predict the reaction product. The product is: [C:1]([O:4][CH:5]1[C:9]2=[N:10][CH:11]=[C:12]([NH:28][C:47]([C:45]3[CH:44]=[CH:43][C:42]([F:50])=[C:41]([C:31]4[C:32]([F:40])=[CH:33][C:34]([S:36]([CH3:39])(=[O:38])=[O:37])=[CH:35][C:30]=4[F:29])[N:46]=3)=[O:48])[C:13]([N:14]3[CH2:19][CH2:18][CH2:17][C@H:16]([NH:20][C:21]([O:23][C:24]([CH3:27])([CH3:26])[CH3:25])=[O:22])[CH2:15]3)=[C:8]2[CH2:7][CH2:6]1)(=[O:3])[CH3:2]. (6) Given the reactants [NH2:1][C:2]1[CH:3]=[C:4]([CH:20]=[CH:21][C:22]=1[C:23]([F:26])([F:25])[F:24])[C:5]([NH:7][C:8]1[CH:13]=[CH:12][C:11]([C:14]2[CH:19]=[CH:18][CH:17]=[CH:16][CH:15]=2)=[CH:10][CH:9]=1)=[O:6].N1C=CC=CC=1.[Br:33][C:34]([CH3:39])([CH3:38])[C:35](Br)=[O:36].O, predict the reaction product. The product is: [C:11]1([C:14]2[CH:19]=[CH:18][CH:17]=[CH:16][CH:15]=2)[CH:10]=[CH:9][C:8]([NH:7][C:5](=[O:6])[C:4]2[CH:20]=[CH:21][C:22]([C:23]([F:24])([F:25])[F:26])=[C:2]([NH:1][C:35](=[O:36])[C:34]([Br:33])([CH3:39])[CH3:38])[CH:3]=2)=[CH:13][CH:12]=1. (7) Given the reactants Cl[C:2]1[C:3]([C:19]#[N:20])=[N:4][CH:5]=[C:6]([C:8]#[C:9][C:10]2[C:15]([CH3:16])=[CH:14][C:13]([CH3:17])=[CH:12][C:11]=2[CH3:18])[CH:7]=1.CC1(C)C(C)(C)OB([C:29]2[CH:34]=[CH:33][CH:32]=[CH:31][C:30]=2[NH:35]C(=O)OC(C)(C)C)O1, predict the reaction product. The product is: [C:11]1([CH3:18])[CH:12]=[C:13]([CH3:17])[CH:14]=[C:15]([CH3:16])[C:10]=1[C:9]#[C:8][C:6]1[CH:5]=[N:4][C:3]2[C:2]([CH:7]=1)=[C:29]1[CH:34]=[CH:33][CH:32]=[CH:31][C:30]1=[N:35][C:19]=2[NH2:20].